This data is from Reaction yield outcomes from USPTO patents with 853,638 reactions. The task is: Predict the reaction yield, written as a fraction of the theoretical maximum amount of product (1.0 means a 100% yield; for example, 0.34 means a 34% yield). (1) The reactants are [Cl:1][C:2]1[CH:11]=[CH:10][CH:9]=[C:8]2[C:3]=1[C:4](=[O:22])[N:5]([C:14]1[CH:19]=[CH:18][CH:17]=[CH:16][C:15]=1[O:20][CH3:21])[C:6]([CH2:12]Cl)=[N:7]2.[N:23]1[C:31]([NH2:32])=[C:30]2[C:26]([N:27]=[CH:28][NH:29]2)=[N:25][CH:24]=1.C([O-])([O-])=O.[K+].[K+]. The catalyst is CN(C=O)C. The product is [NH2:32][C:31]1[N:23]=[CH:24][N:25]=[C:26]2[C:30]=1[N:29]=[CH:28][N:27]2[CH2:12][C:6]1[N:5]([C:14]2[CH:19]=[CH:18][CH:17]=[CH:16][C:15]=2[O:20][CH3:21])[C:4](=[O:22])[C:3]2[C:8](=[CH:9][CH:10]=[CH:11][C:2]=2[Cl:1])[N:7]=1. The yield is 0.380. (2) The yield is 0.470. The product is [CH2:1]([O:3][C:4]([C:6]1([NH:11][C:12]([CH:14]2[CH2:18][CH:17]([O:19][C:20]3[C:29]4[C:24](=[CH:25][C:26]([O:30][CH3:31])=[CH:27][CH:28]=4)[N:23]=[C:22]([C:32]4[CH:33]=[CH:34][CH:35]=[CH:36][CH:37]=4)[CH:21]=3)[CH2:16][N:15]2[C:44](=[O:45])[CH:43]([NH:42][C:40]([O:39][CH3:38])=[O:41])[C:47]([CH3:50])([CH3:49])[CH3:48])=[O:13])[CH2:8][CH:7]1[CH:9]=[CH2:10])=[O:5])[CH3:2]. The catalyst is CC#N. The reactants are [CH2:1]([O:3][C:4]([C:6]1([NH:11][C:12]([CH:14]2[CH2:18][CH:17]([O:19][C:20]3[C:29]4[C:24](=[CH:25][C:26]([O:30][CH3:31])=[CH:27][CH:28]=4)[N:23]=[C:22]([C:32]4[CH:37]=[CH:36][CH:35]=[CH:34][CH:33]=4)[CH:21]=3)[CH2:16][NH:15]2)=[O:13])[CH2:8][CH:7]1[CH:9]=[CH2:10])=[O:5])[CH3:2].[CH3:38][O:39][C:40]([NH:42][CH:43]([C:47]([CH3:50])([CH3:49])[CH3:48])[C:44](O)=[O:45])=[O:41].CCN(C(C)C)C(C)C.C1C=CC2N(O)N=NC=2C=1.CN(C(ON1N=NC2C=CC=CC1=2)=[N+](C)C)C.F[P-](F)(F)(F)(F)F. (3) The reactants are [NH2:1][C:2]1[C:7]([C:8]2[N:17]([C:18]3[CH:23]=[CH:22][C:21]([C:24]4([NH:28][C:29](=[O:35])[O:30][C:31]([CH3:34])([CH3:33])[CH3:32])[CH2:27][CH2:26][CH2:25]4)=[CH:20][CH:19]=3)[C:11]3=[N:12][C:13](Cl)=[CH:14][CH:15]=[C:10]3[N:9]=2)=[CH:6][CH:5]=[CH:4][N:3]=1.[C:36]([O:39][C:40]([CH3:60])([CH3:59])[C:41](=[O:58])[NH:42][C:43]1[CH:48]=[CH:47][CH:46]=[C:45](B2OC(C)(C)C(C)(C)O2)[CH:44]=1)(=[O:38])[CH3:37].P([O-])([O-])([O-])=O.[K+].[K+].[K+]. The catalyst is O1CCOCC1.O. The product is [C:36]([O:39][C:40]([CH3:60])([CH3:59])[C:41]([NH:42][C:43]1[CH:48]=[CH:47][CH:46]=[C:45]([C:13]2[N:12]=[C:11]3[N:17]([C:18]4[CH:23]=[CH:22][C:21]([C:24]5([NH:28][C:29]([O:30][C:31]([CH3:33])([CH3:34])[CH3:32])=[O:35])[CH2:27][CH2:26][CH2:25]5)=[CH:20][CH:19]=4)[C:8]([C:7]4[C:2]([NH2:1])=[N:3][CH:4]=[CH:5][CH:6]=4)=[N:9][C:10]3=[CH:15][CH:14]=2)[CH:44]=1)=[O:58])(=[O:38])[CH3:37]. The yield is 0.640. (4) The reactants are Br[C:2]1[CH:13]=[N:12][C:5]2[NH:6][C:7](=[O:11])[NH:8][C:9](=[O:10])[C:4]=2[CH:3]=1.[C:14]([O:18][C:19]([CH3:22])([CH3:21])[CH3:20])(=[O:17])[CH:15]=[CH2:16].C(N(C(C)C)C(C)C)C.CC1C=CC=CC=1P(C1C=CC=CC=1C)C1C=CC=CC=1C. The catalyst is C(#N)CC.CN(C=O)C.CC([O-])=O.CC([O-])=O.[Pd+2]. The product is [C:19]([O:18][C:14](=[O:17])/[CH:15]=[CH:16]/[C:2]1[CH:13]=[N:12][C:5]2[NH:6][C:7](=[O:11])[NH:8][C:9](=[O:10])[C:4]=2[CH:3]=1)([CH3:22])([CH3:21])[CH3:20]. The yield is 0.830. (5) The reactants are [NH2:1][C:2]1[C:7]([O:8][C:9]2[CH:14]=[C:13]([I:15])[C:12]([O:16][CH3:17])=[CH:11][C:10]=2[CH:18]([CH3:20])[CH3:19])=[CH:6][N:5]=[C:4]([NH:21][C:22](=[O:25])[CH2:23]Cl)[N:3]=1.[CH2:26]([NH:29][CH2:30][CH2:31][CH3:32])[CH2:27][CH3:28].[I-].[Na+]. The catalyst is CC(C)=O. The product is [NH2:1][C:2]1[C:7]([O:8][C:9]2[CH:14]=[C:13]([I:15])[C:12]([O:16][CH3:17])=[CH:11][C:10]=2[CH:18]([CH3:20])[CH3:19])=[CH:6][N:5]=[C:4]([NH:21][C:22](=[O:25])[CH2:23][N:29]([CH2:30][CH2:31][CH3:32])[CH2:26][CH2:27][CH3:28])[N:3]=1. The yield is 0.330. (6) The reactants are C(ON=O)CC(C)C.I[CH2:10][I:11].[NH2:12][C:13]1[N:17]([CH2:18][CH:19]([CH3:21])[CH3:20])[C:16]([CH2:22][CH2:23][CH3:24])=[N:15][C:14]=1C#N. The catalyst is C(Cl)(Cl)Cl. The product is [I:11][C:10]1[N:17]([CH2:18][CH:19]([CH3:21])[CH3:20])[C:16]([CH2:22][CH2:23][CH3:24])=[N:15][C:14]=1[C:13]#[N:12]. The yield is 0.750. (7) The reactants are [Cl:1][C:2]1[N:10]=[C:9]([C:11]#[N:12])[CH:8]=[C:7]([CH3:13])[C:3]=1[C:4]([OH:6])=[O:5].CCN=C=N[CH2:19][CH2:20][CH2:21]N(C)C.C1C=CC2N([OH:34])N=NC=2C=1.CCN(C(C)C)C(C)C.C(N)(C)C. The catalyst is Cl.CN(C=O)C. The product is [Cl:1][C:2]1[N:10]=[C:9]([C:11](=[O:34])[NH:12][CH:20]([CH3:21])[CH3:19])[CH:8]=[C:7]([CH3:13])[C:3]=1[C:4]([OH:6])=[O:5]. The yield is 0.470. (8) The reactants are [O:1]=[C:2]1[N:6]([C:7]2[CH:8]=[C:9]3[C:14](=[CH:15][CH:16]=2)[CH2:13][NH:12][CH2:11][CH2:10]3)[CH2:5][C@H:4]([CH2:17][NH:18][C:19](=[O:25])[O:20][C:21]([CH3:24])([CH3:23])[CH3:22])[O:3]1.N1([CH:35]=[O:36])C2C=CC=CC=2N=N1. The catalyst is C1COCC1. The product is [O:1]=[C:2]1[N:6]([C:7]2[CH:8]=[C:9]3[C:14](=[CH:15][CH:16]=2)[CH2:13][N:12]([CH:35]=[O:36])[CH2:11][CH2:10]3)[CH2:5][C@H:4]([CH2:17][NH:18][C:19](=[O:25])[O:20][C:21]([CH3:22])([CH3:24])[CH3:23])[O:3]1. The yield is 0.980.